From a dataset of Catalyst prediction with 721,799 reactions and 888 catalyst types from USPTO. Predict which catalyst facilitates the given reaction. (1) Reactant: Cl[C:2]1[N:3]=[C:4]2[CH:18]=[C:17]([Cl:19])[CH:16]=[N:15][C:5]2=[N:6][C:7]=1[N:8]1[CH2:13][CH2:12][N:11]([CH3:14])[CH2:10][CH2:9]1.[CH2:20]([O:22][CH:23]([O:26][CH2:27][CH3:28])[CH2:24][NH2:25])[CH3:21]. Product: [Cl:19][C:17]1[CH:16]=[N:15][C:5]2=[N:6][C:7]([N:8]3[CH2:13][CH2:12][N:11]([CH3:14])[CH2:10][CH2:9]3)=[C:2]([NH:25][CH2:24][CH:23]([O:26][CH2:27][CH3:28])[O:22][CH2:20][CH3:21])[N:3]=[C:4]2[CH:18]=1. The catalyst class is: 6. (2) Reactant: N[C:2]1[CH:3]=[C:4]2[C:8](=[CH:9][CH:10]=1)[C:7](=[O:11])[NH:6][C:5]2=[O:12].N([O-])=O.[Na+].[I-:17].[Na+]. Product: [I:17][C:2]1[CH:3]=[C:4]2[C:8](=[CH:9][CH:10]=1)[C:7](=[O:11])[NH:6][C:5]2=[O:12]. The catalyst class is: 126. (3) Reactant: C[O:2][C:3](=[O:28])[CH2:4][C:5]1[C:9]2[C:10]([CH3:27])=[CH:11][C:12]([O:14][CH2:15][C:16]3[C:17]([CH3:26])=[N:18][C:19]([C:22]([F:25])([F:24])[F:23])=[CH:20][CH:21]=3)=[CH:13][C:8]=2[S:7][CH:6]=1.[OH-].[Na+].Cl. Product: [CH3:27][C:10]1[C:9]2[C:5]([CH2:4][C:3]([OH:28])=[O:2])=[CH:6][S:7][C:8]=2[CH:13]=[C:12]([O:14][CH2:15][C:16]2[C:17]([CH3:26])=[N:18][C:19]([C:22]([F:24])([F:23])[F:25])=[CH:20][CH:21]=2)[CH:11]=1. The catalyst class is: 14. (4) Reactant: [CH3:1][O:2][C:3]1[CH:37]=[CH:36][C:6]([C:7]([NH:9][C:10]2[C:11]([NH:24][C:25](=[O:35])[C:26]3[CH:31]=[CH:30][C:29]([CH2:32][CH2:33][CH3:34])=[CH:28][CH:27]=3)=[CH:12][C:13]([O:16][Si](C(C)(C)C)(C)C)=[CH:14][CH:15]=2)=[O:8])=[CH:5][CH:4]=1.[F-].C([N+](CCCC)(CCCC)CCCC)CCC. Product: [CH3:1][O:2][C:3]1[CH:4]=[CH:5][C:6]([C:7]([NH:9][C:10]2[C:11]([NH:24][C:25](=[O:35])[C:26]3[CH:31]=[CH:30][C:29]([CH2:32][CH2:33][CH3:34])=[CH:28][CH:27]=3)=[CH:12][C:13]([OH:16])=[CH:14][CH:15]=2)=[O:8])=[CH:36][CH:37]=1. The catalyst class is: 30. (5) Reactant: [CH3:1][CH:2]([CH3:15])[C:3](=O)[CH2:4][C:5]([NH:7][C:8]1[CH:13]=[CH:12][CH:11]=[CH:10][CH:9]=1)=[O:6]. Product: [CH:2]([C:3]1[C:13]2[C:8](=[CH:9][CH:10]=[CH:11][CH:12]=2)[N:7]=[C:5]([OH:6])[CH:4]=1)([CH3:15])[CH3:1]. The catalyst class is: 82. (6) Reactant: [NH2:1][C@@H:2]([CH2:6][CH2:7][C:8]([NH:10][C@H:11]([C:14]([NH:16][CH2:17][C:18]([OH:20])=[O:19])=[O:15])[CH2:12][SH:13])=[O:9])[C:3]([OH:5])=[O:4]. Product: [CH2:6]([C@H:2]([NH2:1])[C:3]([OH:5])=[O:4])[CH2:7][C:8]([NH:10][C@H:11]([C:14]([NH:16][CH2:17][C:18]([OH:20])=[O:19])=[O:15])[CH2:12][S:13][S:13][CH2:12][C@H:11]([NH:10][C:8]([CH2:7][CH2:6][C@H:2]([NH2:1])[C:3]([OH:5])=[O:4])=[O:9])[C:14]([NH:16][CH2:17][C:18]([OH:20])=[O:19])=[O:15])=[O:9]. The catalyst class is: 16. (7) Reactant: [Cl:1][C:2]1[C:3]([F:20])=[C:4]([CH:17]=[CH:18][CH:19]=1)/[CH:5]=[C:6]1\[C:7](=[O:16])[NH:8][C:9]2[C:10]\1=[N:11][CH:12]=[C:13]([F:15])[CH:14]=2.[Li+].[OH-].[C:23]([C:25]1[CH:30]=[CH:29][C:28]([NH:31][C:32](=[O:41])[CH2:33]/[N:34]=[CH:35]/[CH2:36][C:37]([CH3:40])([CH3:39])[CH3:38])=[C:27]([O:42][CH3:43])[CH:26]=1)#[N:24]. Product: [Cl:1][C:2]1[C:3]([F:20])=[C:4]([CH:5]2[C:6]3([C:10]4=[N:11][CH:12]=[C:13]([F:15])[CH:14]=[C:9]4[NH:8][C:7]3=[O:16])[CH:35]([CH2:36][C:37]([CH3:40])([CH3:39])[CH3:38])[NH:34][CH:33]2[C:32]([NH:31][C:28]2[CH:29]=[CH:30][C:25]([C:23]#[N:24])=[CH:26][C:27]=2[O:42][CH3:43])=[O:41])[CH:17]=[CH:18][CH:19]=1. The catalyst class is: 7.